Dataset: Full USPTO retrosynthesis dataset with 1.9M reactions from patents (1976-2016). Task: Predict the reactants needed to synthesize the given product. (1) Given the product [CH:34]1([O:30][P:28]([CH2:27][C:26]2[CH:25]=[CH:24][C:23]([C:21](=[O:22])[NH:20][C:10]3[CH:11]=[C:12]([C:15]4[S:16][CH:17]=[CH:18][CH:19]=4)[CH:13]=[CH:14][C:9]=3[NH:8][C:6]([O:5][C:1]([CH3:4])([CH3:2])[CH3:3])=[O:7])=[CH:33][CH:32]=2)([CH3:31])=[O:29])[CH2:37][CH2:36][CH2:35]1, predict the reactants needed to synthesize it. The reactants are: [C:1]([O:5][C:6]([NH:8][C:9]1[CH:14]=[CH:13][C:12]([C:15]2[S:16][CH:17]=[CH:18][CH:19]=2)=[CH:11][C:10]=1[NH:20][C:21]([C:23]1[CH:33]=[CH:32][C:26]([CH2:27][P:28]([CH3:31])(=[O:30])[OH:29])=[CH:25][CH:24]=1)=[O:22])=[O:7])([CH3:4])([CH3:3])[CH3:2].[CH:34]1(O)[CH2:37][CH2:36][CH2:35]1.CCN(C(C)C)C(C)C.F[P-](F)(F)(F)(F)F.N1(O[P+](N(C)C)(N(C)C)N(C)C)C2C=CC=CC=2N=N1. (2) Given the product [OH:2][C:3]1[CH:11]=[CH:10][C:6]([C:7]([NH2:9])=[O:8])=[C:5]([N+:12]([O-:14])=[O:13])[CH:4]=1, predict the reactants needed to synthesize it. The reactants are: C[O:2][C:3]1[CH:11]=[CH:10][C:6]([C:7]([NH2:9])=[O:8])=[C:5]([N+:12]([O-:14])=[O:13])[CH:4]=1.[Cl-].[Al+3].[Cl-].[Cl-].O. (3) Given the product [CH3:21][O:20][C:15]1[N:16]=[CH:17][CH:18]=[C:19]2[C:11]([C:3]3[CH:4]=[C:5]([N+:8]([O-:10])=[O:9])[CH:6]=[CH:7][C:2]=3[NH:23][C:24]3[CH:29]=[CH:28][CH:27]=[CH:26][N:25]=3)=[CH:12][N:13]([CH3:22])[C:14]=12, predict the reactants needed to synthesize it. The reactants are: F[C:2]1[CH:7]=[CH:6][C:5]([N+:8]([O-:10])=[O:9])=[CH:4][C:3]=1[C:11]1[C:19]2[C:14](=[C:15]([O:20][CH3:21])[N:16]=[CH:17][CH:18]=2)[N:13]([CH3:22])[CH:12]=1.[NH2:23][C:24]1[CH:29]=[CH:28][CH:27]=[CH:26][N:25]=1.CC([O-])(C)C.[K+]. (4) Given the product [C:27]([CH:15]1[C:16]([C:17]2[CH:22]=[C:21]([O:23][CH3:24])[CH:20]=[CH:19][C:18]=2[O:25][CH3:26])=[C:10]2[C:2](=[C:3]3[CH:4]=[CH:5][N:6]=[C:7]3[CH:8]=[CH:9]2)[O:1][C:14]1=[O:13])#[N:28], predict the reactants needed to synthesize it. The reactants are: [OH:1][C:2]1[CH:10]=[CH:9][CH:8]=[C:7]2[C:3]=1[CH:4]=[CH:5][NH:6]2.C([O:13][C:14](=O)[C:15]([C:27]#[N:28])=[CH:16][C:17]1[CH:22]=[C:21]([O:23][CH3:24])[CH:20]=[CH:19][C:18]=1[O:25][CH3:26])C. (5) Given the product [CH3:1][O:2][C:3]1[CH:20]=[CH:19][C:18]2[C@@H:17]3[C@H:8]([C@H:9]4[C@@:13]([CH2:15][CH2:16]3)([CH3:14])[C:12](=[O:21])[CH2:11][C@H:10]4[CH3:23])[C@H:7]([CH3:22])[CH2:6][C:5]=2[CH:4]=1, predict the reactants needed to synthesize it. The reactants are: [CH3:1][O:2][C:3]1[CH:20]=[CH:19][C:18]2[C@@H:17]3[C@H:8]([C@H:9]4[C@@:13]([CH2:15][CH2:16]3)([CH3:14])[C:12](=[O:21])[CH:11]=[CH:10]4)[C@H:7]([CH3:22])[CH2:6][C:5]=2[CH:4]=1.[CH3:23][Mg]Cl.[Cl-].[NH4+]. (6) Given the product [Cl:1][C:2]1[CH:3]=[C:4]([C:8]2[CH:9]=[C:10]([CH2:18][N:19]3[CH:23]=[N:22][C:21]([CH2:24][NH2:25])=[N:20]3)[CH:11]=[N:12][C:13]=2[O:14][CH:15]([F:17])[F:16])[CH:5]=[CH:6][CH:7]=1, predict the reactants needed to synthesize it. The reactants are: [Cl:1][C:2]1[CH:3]=[C:4]([C:8]2[CH:9]=[C:10]([CH2:18][N:19]3[CH:23]=[N:22][C:21]([C:24]#[N:25])=[N:20]3)[CH:11]=[N:12][C:13]=2[O:14][CH:15]([F:17])[F:16])[CH:5]=[CH:6][CH:7]=1.CC(C[AlH]CC(C)C)C. (7) Given the product [S:11]1[CH:15]=[CH:14][CH:13]=[C:12]1[CH:5]([C:4]1[CH:8]=[CH:9][CH:10]=[CH:2][CH:3]=1)[CH2:6][OH:7], predict the reactants needed to synthesize it. The reactants are: Br[C:2]1[CH:3]=[C:4]([CH:8]=[CH:9][CH:10]=1)[CH2:5][CH2:6][OH:7].[S:11]1[CH:15]=[CH:14][CH:13]=[C:12]1B(O)O.C([O-])(O)=O.[Na+].